From a dataset of Catalyst prediction with 721,799 reactions and 888 catalyst types from USPTO. Predict which catalyst facilitates the given reaction. (1) Reactant: CC(OI1(OC(C)=O)(OC(C)=O)OC(=O)C2C=CC=CC1=2)=O.[Cl:23][C:24]1[C:31]([CH3:32])=[C:30]([N:33]2[C:37](=[O:38])[C:36]3([CH2:42][CH2:41][CH:40]([OH:43])[CH2:39]3)[N:35]([CH3:44])[C:34]2=[O:45])[CH:29]=[CH:28][C:25]=1[C:26]#[N:27]. Product: [Cl:23][C:24]1[C:31]([CH3:32])=[C:30]([N:33]2[C:37](=[O:38])[C:36]3([CH2:42][CH2:41][C:40](=[O:43])[CH2:39]3)[N:35]([CH3:44])[C:34]2=[O:45])[CH:29]=[CH:28][C:25]=1[C:26]#[N:27]. The catalyst class is: 4. (2) Reactant: [CH3:1][C:2]1[CH:11]=[C:10]([C:12]([O:14][C:15]([CH3:18])([CH3:17])[CH3:16])=[O:13])[C:9]2[C:4](=[CH:5][CH:6]=[CH:7][CH:8]=2)[N:3]=1.[Br:19]N1C(=O)CCC1=O.N(C(C)(C)C#N)=NC(C)(C)C#N. Product: [Br:19][CH2:1][C:2]1[CH:11]=[C:10]([C:12]([O:14][C:15]([CH3:18])([CH3:17])[CH3:16])=[O:13])[C:9]2[C:4](=[CH:5][CH:6]=[CH:7][CH:8]=2)[N:3]=1. The catalyst class is: 53. (3) Reactant: C(N(CC)C(C)C)(C)C.Cl.[Br:11][C:12]1[CH:13]=[C:14]([Cl:28])[C:15]([N:18]2[CH2:27][CH2:26][CH2:25][C:20]3([CH2:24][NH:23][CH2:22][CH2:21]3)[CH2:19]2)=[N:16][CH:17]=1.[CH:29]1([C:35](Cl)=[O:36])[CH2:34][CH2:33][CH2:32][CH2:31][CH2:30]1. Product: [Br:11][C:12]1[CH:13]=[C:14]([Cl:28])[C:15]([N:18]2[CH2:27][CH2:26][CH2:25][C:20]3([CH2:24][N:23]([C:35]([CH:29]4[CH2:34][CH2:33][CH2:32][CH2:31][CH2:30]4)=[O:36])[CH2:22][CH2:21]3)[CH2:19]2)=[N:16][CH:17]=1. The catalyst class is: 382. (4) Reactant: C([O:3][C:4](=O)[C:5]1[CH:10]=[C:9]([C:11]2[N:15]([CH3:16])[N:14]=[N:13][N:12]=2)[CH:8]=[C:7]([NH2:17])[CH:6]=1)C.[H-].[H-].[H-].[H-].[Li+].[Al+3]. Product: [NH2:17][C:7]1[CH:6]=[C:5]([CH2:4][OH:3])[CH:10]=[C:9]([C:11]2[N:15]([CH3:16])[N:14]=[N:13][N:12]=2)[CH:8]=1. The catalyst class is: 1. (5) Reactant: P(Cl)(Cl)(Cl)(Cl)[Cl:2].[I:7][C:8]1[CH:26]=[CH:25][C:11]([C:12]([NH:14][CH2:15][CH2:16][C:17]2[CH:22]=[CH:21][CH:20]=[C:19]([O:23][CH3:24])[CH:18]=2)=O)=[CH:10][CH:9]=1.CCCCCC.CCOCC. Product: [ClH:2].[I:7][C:8]1[CH:26]=[CH:25][C:11]([C:12]2[C:22]3[C:17](=[CH:18][C:19]([O:23][CH3:24])=[CH:20][CH:21]=3)[CH2:16][CH2:15][N:14]=2)=[CH:10][CH:9]=1. The catalyst class is: 22. (6) Reactant: [F:1][C:2]1[CH:7]=[C:6](F)[CH:5]=[C:4]([F:9])[C:3]=1[N+:10]([O-:12])=[O:11].C(=O)([O-])[O-].[K+].[K+].[NH:19]1[CH2:24][CH2:23][O:22][CH2:21][CH2:20]1. Product: [F:1][C:2]1[CH:7]=[C:6]([N:19]2[CH2:24][CH2:23][O:22][CH2:21][CH2:20]2)[CH:5]=[C:4]([F:9])[C:3]=1[N+:10]([O-:12])=[O:11]. The catalyst class is: 16. (7) Reactant: [CH:1](=O)[CH2:2][CH2:3]/[CH:4]=[CH:5]\[CH2:6][CH2:7][CH2:8][CH2:9][CH2:10][CH2:11][CH3:12].[NH2:14][OH:15]. Product: [CH:1](=[N:14][OH:15])[CH:2]=[CH:3]/[CH:4]=[CH:5]\[CH2:6][CH2:7][CH2:8][CH2:9][CH2:10][CH2:11][CH3:12]. The catalyst class is: 244.